Dataset: Reaction yield outcomes from USPTO patents with 853,638 reactions. Task: Predict the reaction yield, written as a fraction of the theoretical maximum amount of product (1.0 means a 100% yield; for example, 0.34 means a 34% yield). (1) The reactants are C([O:3][C:4]([C:6]1([CH3:31])[CH2:10][CH2:9][N:8]([C:11]2[N:16]=[C:15]([NH:17][C:18]3[N:23]=[CH:22][C:21]4[N:24]=[C:25]([CH3:30])[N:26]([CH:27]([CH3:29])[CH3:28])[C:20]=4[CH:19]=3)[CH:14]=[CH:13][N:12]=2)[CH2:7]1)=[O:5])C. The catalyst is Cl. The product is [CH:27]([N:26]1[C:20]2[CH:19]=[C:18]([NH:17][C:15]3[CH:14]=[CH:13][N:12]=[C:11]([N:8]4[CH2:9][CH2:10][C:6]([CH3:31])([C:4]([OH:5])=[O:3])[CH2:7]4)[N:16]=3)[N:23]=[CH:22][C:21]=2[N:24]=[C:25]1[CH3:30])([CH3:29])[CH3:28]. The yield is 0.920. (2) The reactants are [N:1]1[C:10]2[C:5](=[CH:6][CH:7]=[CH:8][C:9]=2[C:11]2[CH:12]=[C:13]([CH:18]=[CH:19][CH:20]=2)[C:14]([O:16]C)=[O:15])[CH:4]=[CH:3][CH:2]=1.[OH-].[Na+]. The catalyst is C1COCC1. The product is [N:1]1[C:10]2[C:5](=[CH:6][CH:7]=[CH:8][C:9]=2[C:11]2[CH:12]=[C:13]([CH:18]=[CH:19][CH:20]=2)[C:14]([OH:16])=[O:15])[CH:4]=[CH:3][CH:2]=1. The yield is 0.920. (3) The reactants are [CH:1]1([C:6]2[N:7]([CH2:12][C:13]([O:15][CH2:16][CH3:17])=[O:14])[C:8]([CH3:11])=[CH:9][CH:10]=2)[CH2:5][CH2:4][CH2:3][CH2:2]1.C([SiH](CC)CC)C.FC(F)(F)S(O[Si](C)(C)C)(=O)=O.[N:37]1([S:42]([C:45]2[CH:52]=[CH:51][CH:50]=[CH:49][C:46]=2[CH:47]=O)(=[O:44])=[O:43])[CH2:41][CH2:40][CH2:39][CH2:38]1. The catalyst is ClCCl.[Au]. The product is [CH:1]1([C:6]2[N:7]([CH2:12][C:13]([O:15][CH2:16][CH3:17])=[O:14])[C:8]([CH3:11])=[C:9]([CH2:47][C:46]3[CH:49]=[CH:50][CH:51]=[CH:52][C:45]=3[S:42]([N:37]3[CH2:41][CH2:40][CH2:39][CH2:38]3)(=[O:43])=[O:44])[CH:10]=2)[CH2:2][CH2:3][CH2:4][CH2:5]1. The yield is 0.370. (4) The catalyst is C1(C)C=CC=CC=1. The reactants are [CH2:1]([P:3]([CH2:6][CH2:7][C:8]#[N:9])(=[O:5])[OH:4])[CH3:2].[CH2:10](O)[CH2:11][OH:12]. The product is [CH2:1]([P:3]([CH2:6][CH2:7][C:8]#[N:9])(=[O:4])[O:5][CH2:10][CH2:11][OH:12])[CH3:2]. The yield is 0.890.